This data is from Experimental lipophilicity measurements (octanol/water distribution) for 4,200 compounds from AstraZeneca. The task is: Regression/Classification. Given a drug SMILES string, predict its absorption, distribution, metabolism, or excretion properties. Task type varies by dataset: regression for continuous measurements (e.g., permeability, clearance, half-life) or binary classification for categorical outcomes (e.g., BBB penetration, CYP inhibition). For this dataset (lipophilicity_astrazeneca), we predict Y. (1) The drug is CC(O)(C(=O)c1ccccc1)c1ccccc1. The Y is 2.92 logD. (2) The drug is Cc1cn(C2CCCN(Cc3cccc(Oc4ccccc4)c3)C2)c(=O)[nH]c1=O. The Y is 3.04 logD. (3) The molecule is CCNc1ccc(-c2ccccc2)n(CC(=O)NC(C(=O)C(F)(F)F)C(C)C)c1=O. The Y is 2.37 logD. (4) The compound is O=c1[nH]n(C(c2ccccn2)C2CC2)c(=O)c2c(O)c3ccc(Cl)cc3nc12. The Y is 1.00 logD. (5) The compound is CC1C(=O)Nc2ccccc2N1C(=O)c1ccccc1. The Y is 2.11 logD. (6) The compound is COC(=O)CCC(=O)Nc1ccc2c(c1)-c1ccccc1C(=O)C2=O. The Y is 2.72 logD. (7) The compound is O=C(Nc1nccs1)c1ccccc1. The Y is 2.43 logD. (8) The compound is O=C(Nc1ccccc1)N1CCOCC1. The Y is 1.00 logD. (9) The drug is CC(CC(=O)NCc1ccccc1)C1CCCO1. The Y is 2.10 logD.